The task is: Predict the product of the given reaction.. This data is from Forward reaction prediction with 1.9M reactions from USPTO patents (1976-2016). (1) Given the reactants C([O:8][C:9](=O)[C:10]1[CH:15]=[C:14]([O:16][CH3:17])[C:13]([O:18][CH2:19][C:20]2[CH:25]=[CH:24][CH:23]=[CH:22][CH:21]=2)=[C:12]([Cl:26])[CH:11]=1)C1C=CC=CC=1.[H-].[Al+3].[Li+].[H-].[H-].[H-].[OH-].[Na+], predict the reaction product. The product is: [CH2:19]([O:18][C:13]1[C:14]([O:16][CH3:17])=[CH:15][C:10]([CH2:9][OH:8])=[CH:11][C:12]=1[Cl:26])[C:20]1[CH:21]=[CH:22][CH:23]=[CH:24][CH:25]=1. (2) The product is: [Cl:7][C:8]1[N:13]=[C:12]([NH:4][CH2:3][C:2]([NH:6][S:23]([CH3:26])(=[O:25])=[O:24])([CH3:5])[CH3:1])[C:11]([Cl:15])=[CH:10][N:9]=1. Given the reactants [CH3:1][C:2]([NH2:6])([CH3:5])[CH2:3][NH2:4].[Cl:7][C:8]1[N:13]=[C:12](Cl)[C:11]([Cl:15])=[CH:10][N:9]=1.CCN(CC)CC.[S:23](Cl)([CH3:26])(=[O:25])=[O:24], predict the reaction product. (3) Given the reactants [F:1][CH2:2][CH2:3][O:4][C:5]1[CH:10]=[CH:9][CH:8]=[CH:7][C:6]=1[C:11]1[CH:12]=[C:13]([CH:17]([NH:23][C:24]([C@@H:26]2[CH2:31][CH2:30][CH2:29][N:28]([C:32](=[O:48])[CH2:33][CH2:34][CH:35]3[CH2:40][CH2:39][N:38]([C:41]([O:43][C:44]([CH3:47])([CH3:46])[CH3:45])=[O:42])[CH2:37][CH2:36]3)[CH2:27]2)=[O:25])[CH2:18][C:19]([O:21]C)=[O:20])[CH:14]=[N:15][CH:16]=1.O.O.O.O.O.O.O.O.[OH-].[Ba+2].[OH-], predict the reaction product. The product is: [C:44]([O:43][C:41]([N:38]1[CH2:39][CH2:40][CH:35]([CH2:34][CH2:33][C:32]([N:28]2[CH2:29][CH2:30][CH2:31][C@@H:26]([C:24]([NH:23][CH:17]([C:13]3[CH:14]=[N:15][CH:16]=[C:11]([C:6]4[CH:7]=[CH:8][CH:9]=[CH:10][C:5]=4[O:4][CH2:3][CH2:2][F:1])[CH:12]=3)[CH2:18][C:19]([OH:21])=[O:20])=[O:25])[CH2:27]2)=[O:48])[CH2:36][CH2:37]1)=[O:42])([CH3:47])([CH3:46])[CH3:45]. (4) Given the reactants [NH:1]1[C:9]2[C:4](=[CH:5][CH:6]=[CH:7][C:8]=2[CH2:10][CH2:11][C:12]2[CH:21]=[CH:20][C:15]([C:16]([O:18][CH3:19])=[O:17])=[CH:14][CH:13]=2)[CH2:3][CH2:2]1.I[C:23]1C=CC=C2C=1NCCC2.C(C1C=CC(C(OC)=O)=CC=1)=C, predict the reaction product. The product is: [NH:1]1[C:9]2[C:4](=[CH:5][CH:6]=[CH:7][C:8]=2[CH2:10][CH2:11][C:12]2[CH:13]=[CH:14][C:15]([C:16]([O:18][CH3:19])=[O:17])=[CH:20][CH:21]=2)[CH2:3][CH2:23][CH2:2]1. (5) Given the reactants C(O[C:4](=[N:6][C:7](=O)[C:8]1[CH:13]=[CH:12][C:11]([Cl:14])=[CH:10][CH:9]=1)[CH3:5])C.Cl.[CH3:17][S:18][C:19]1[CH:24]=[CH:23][C:22]([NH:25][NH2:26])=[CH:21][CH:20]=1.C(N(CC)CC)C.O, predict the reaction product. The product is: [Cl:14][C:11]1[CH:10]=[CH:9][C:8]([C:7]2[N:25]([C:22]3[CH:23]=[CH:24][C:19]([S:18][CH3:17])=[CH:20][CH:21]=3)[N:26]=[C:4]([CH3:5])[N:6]=2)=[CH:13][CH:12]=1.